This data is from Reaction yield outcomes from USPTO patents with 853,638 reactions. The task is: Predict the reaction yield, written as a fraction of the theoretical maximum amount of product (1.0 means a 100% yield; for example, 0.34 means a 34% yield). (1) The reactants are [Cl:1][C:2]1[CH:7]=[CH:6][N:5]=[C:4]2[N:8]([Si:11]([CH:18]([CH3:20])[CH3:19])([CH:15]([CH3:17])[CH3:16])[CH:12]([CH3:14])[CH3:13])[CH:9]=[CH:10][C:3]=12.[Li]C(CC)C.Cl[C:27]([O:29][CH2:30][CH3:31])=[O:28]. The catalyst is C1COCC1. The product is [Cl:1][C:2]1[C:7]([C:27]([O:29][CH2:30][CH3:31])=[O:28])=[CH:6][N:5]=[C:4]2[N:8]([Si:11]([CH:15]([CH3:17])[CH3:16])([CH:18]([CH3:20])[CH3:19])[CH:12]([CH3:13])[CH3:14])[CH:9]=[CH:10][C:3]=12. The yield is 0.980. (2) The reactants are Cl.Cl.[NH2:3][C:4]1[CH:9]=[CH:8][C:7]([NH2:10])=[CH:6][C:5]=1[NH2:11].[CH3:12][C:13]([CH:15]=O)=O. The catalyst is C([O-])([O-])=O.[Na+].[Na+]. The product is [CH3:15][C:13]1[CH:12]=[N:3][C:4]2[C:5](=[CH:6][C:7]([NH2:10])=[CH:8][CH:9]=2)[N:11]=1. The yield is 0.780.